This data is from CYP2C19 inhibition data for predicting drug metabolism from PubChem BioAssay. The task is: Regression/Classification. Given a drug SMILES string, predict its absorption, distribution, metabolism, or excretion properties. Task type varies by dataset: regression for continuous measurements (e.g., permeability, clearance, half-life) or binary classification for categorical outcomes (e.g., BBB penetration, CYP inhibition). Dataset: cyp2c19_veith. (1) The molecule is CCn1c(-c2cccnc2)n[nH]c1=S. The result is 1 (inhibitor). (2) The molecule is CO[C@@H]1[C@H](O)CC(=O)O[C@H](C)C/C=C\C=C/[C@H](O[C@H]2CC[C@H](N(C)C)[C@H](C)O2)[C@H](C)C[C@H](CC=O)[C@H]1O[C@H]1O[C@@H](C)[C@@H](O[C@@H]2C[C@](C)(O)[C@H](O)[C@H](C)O2)[C@@H](N(C)C)[C@@H]1O. The result is 0 (non-inhibitor). (3) The molecule is COc1ccccc1-c1ccc2ncnc(NC3CC3)c2c1. The result is 1 (inhibitor). (4) The drug is Nc1ccc(S(=O)(=O)Nc2ncccn2)cc1. The result is 0 (non-inhibitor). (5) The drug is CN(C)Cc1cc(Cl)c(O)c(CN(C)C)c1. The result is 0 (non-inhibitor). (6) The molecule is CCCN(C/C=C\I)[C@@H]1CCc2ccc(O)cc2C1. The result is 1 (inhibitor). (7) The molecule is COC(=O)C/C=C\[C@@H](C)[C@@H](/C=N\O[C@@H](C)c1cn([C@H]2COC[C@H]2O)nn1)NS(=O)(=O)c1ccc(C)cc1. The result is 0 (non-inhibitor).